This data is from Forward reaction prediction with 1.9M reactions from USPTO patents (1976-2016). The task is: Predict the product of the given reaction. (1) Given the reactants C1(=O)[O:7][CH2:6][CH2:5][CH2:4][CH2:3]C1.CN(C=O)C.[CH3:14][N:15]([C:32]([F:48])([F:47])[C:33]1[CH:38]=[CH:37][C:36]([C:39]2[CH:44]=[CH:43][C:42](CCl)=[CH:41][CH:40]=2)=[CH:35][CH:34]=1)[S:16]([C:19]([F:31])([F:30])[C:20]([F:29])([F:28])[C:21]([F:27])([F:26])[C:22]([F:25])([F:24])[F:23])(=[O:18])=[O:17].[C:49]([O:52][CH2:53]C)(=[O:51])[CH3:50], predict the reaction product. The product is: [CH3:14][N:15]([C:32]([F:48])([F:47])[C:33]1([CH2:53][O:52][C:49](=[O:51])[CH2:50][CH2:3][CH2:4][CH2:5][CH2:6][OH:7])[CH:34]=[CH:35][C:36]([C:39]2[CH:44]=[CH:43][CH:42]=[CH:41][CH:40]=2)=[CH:37][CH2:38]1)[S:16]([C:19]([F:30])([F:31])[C:20]([F:29])([F:28])[C:21]([F:26])([F:27])[C:22]([F:24])([F:25])[F:23])(=[O:18])=[O:17]. (2) Given the reactants [CH2:1]([O:3][C:4]([C:6]12[CH2:13][CH2:12][C:9]([NH:14][CH2:15][C:16]([N:18]3[CH2:22][C@@H:21]([F:23])[CH2:20][C@H:19]3[C:24]([NH2:26])=O)=[O:17])([CH2:10][CH2:11]1)[CH2:8][CH2:7]2)=[O:5])[CH3:2].ClC(Cl)(Cl)C(OC(=O)C(Cl)(Cl)Cl)=O.FC(F)(F)C(O)=O, predict the reaction product. The product is: [CH2:1]([O:3][C:4]([C:6]12[CH2:13][CH2:12][C:9]([NH:14][CH2:15][C:16]([N:18]3[CH2:22][C@@H:21]([F:23])[CH2:20][C@H:19]3[C:24]#[N:26])=[O:17])([CH2:10][CH2:11]1)[CH2:8][CH2:7]2)=[O:5])[CH3:2]. (3) Given the reactants [C:1]([C:5]1[O:9][C:8]([C@@H:10]2[C@@H:14]([OH:15])[C@@H:13]([OH:16])[C@H:12]([N:17]3[CH:25]=[N:24][C:23]4[C:18]3=[N:19][CH:20]=[N:21][C:22]=4Cl)[O:11]2)=[N:7][N:6]=1)([CH3:4])([CH3:3])[CH3:2].Cl.[NH2:28][CH:29]1[CH2:34][CH2:33][O:32][CH2:31][CH2:30]1.C(N(C(C)C)CC)(C)C, predict the reaction product. The product is: [C:1]([C:5]1[O:9][C:8]([C@@H:10]2[C@@H:14]([OH:15])[C@@H:13]([OH:16])[C@H:12]([N:17]3[CH:25]=[N:24][C:23]4[C:18]3=[N:19][CH:20]=[N:21][C:22]=4[NH:28][CH:29]3[CH2:34][CH2:33][O:32][CH2:31][CH2:30]3)[O:11]2)=[N:7][N:6]=1)([CH3:4])([CH3:3])[CH3:2]. (4) Given the reactants Br[C:2]1[C:11]([OH:12])=[C:10]([C:13]2[N:14]=[N:15][C:16]([O:19][CH:20]3[CH2:25][C:24]([CH3:27])([CH3:26])[NH:23][C:22]([CH3:29])([CH3:28])[CH2:21]3)=[CH:17][CH:18]=2)[CH:9]=[C:8]2[C:3]=1[CH:4]=[CH:5][N:6]=[C:7]2[OH:30], predict the reaction product. The product is: [CH3:28][C:22]1([CH3:29])[CH2:21][CH:20]([O:19][C:16]2[N:15]=[N:14][C:13]([C:10]3[CH:9]=[C:8]4[C:3]([CH:4]=[CH:5][N:6]=[C:7]4[OH:30])=[CH:2][C:11]=3[OH:12])=[CH:18][CH:17]=2)[CH2:25][C:24]([CH3:27])([CH3:26])[NH:23]1. (5) Given the reactants [Si:1]([O:8][CH2:9][C@H:10]1[CH2:15][CH2:14][C@H:13]([N:16]2[C:21]3[C:22]4[CH:28]=[CH:27][N:26]([CH2:29][O:30][CH2:31][CH2:32][Si:33]([CH3:36])([CH3:35])[CH3:34])[C:23]=4[N:24]=[CH:25][C:20]=3[C:19](=[O:37])[NH:18][CH2:17]2)[CH2:12][CH2:11]1)([C:4]([CH3:7])([CH3:6])[CH3:5])([CH3:3])[CH3:2].N1C=CC=CC=1[C:44]1[CH:49]=[CH:48]C=CN=1.C1(B(O)O)CC1.C(=O)([O-])[O-].[Na+].[Na+].[Cl-].[NH4+], predict the reaction product. The product is: [Si:1]([O:8][CH2:9][C@H:10]1[CH2:15][CH2:14][C@H:13]([N:16]2[C:21]3[C:22]4[CH:28]=[CH:27][N:26]([CH2:29][O:30][CH2:31][CH2:32][Si:33]([CH3:34])([CH3:35])[CH3:36])[C:23]=4[N:24]=[CH:25][C:20]=3[C:19](=[O:37])[N:18]([CH:48]3[CH2:49][CH2:44]3)[CH2:17]2)[CH2:12][CH2:11]1)([C:4]([CH3:5])([CH3:6])[CH3:7])([CH3:3])[CH3:2]. (6) Given the reactants [Br:1][C:2]1[C:11]2[C:6](=[C:7]([F:14])[CH:8]=[C:9]([O:12][CH3:13])[CH:10]=2)[N:5]=[CH:4][C:3]=1[C:15]([O:17]CC)=[O:16].[OH-].[Na+].Cl, predict the reaction product. The product is: [Br:1][C:2]1[C:11]2[C:6](=[C:7]([F:14])[CH:8]=[C:9]([O:12][CH3:13])[CH:10]=2)[N:5]=[CH:4][C:3]=1[C:15]([OH:17])=[O:16]. (7) Given the reactants [C:1]([C:3]1[CH:11]=[CH:10][C:9]2[NH:8][C:7]3[CH:12]([C:15]([O:17][CH2:18][CH3:19])=O)[CH2:13][CH2:14][C:6]=3[C:5]=2[CH:4]=1)#[N:2].[NH2:20][OH:21].[OH2:22], predict the reaction product. The product is: [OH:21][N:20]=[C:1]([C:3]1[CH:11]=[CH:10][C:9]2[NH:8][C:7]3[CH:12]([C:15]([O:17][CH2:18][CH3:19])=[O:22])[CH2:13][CH2:14][C:6]=3[C:5]=2[CH:4]=1)[NH2:2].